Dataset: Reaction yield outcomes from USPTO patents with 853,638 reactions. Task: Predict the reaction yield, written as a fraction of the theoretical maximum amount of product (1.0 means a 100% yield; for example, 0.34 means a 34% yield). (1) The reactants are [Cl:1][C:2]1[CH:3]=[CH:4][C:5]([OH:22])=[C:6]([CH:21]=1)[C:7]([NH:9][C@H:10]([C:12]1[CH:20]=[CH:19][C:15]([C:16]([O-:18])=[O:17])=[CH:14][CH:13]=1)[CH3:11])=[O:8].Br[CH2:24][C:25]1[CH:30]=[C:29]([F:31])[CH:28]=[CH:27][C:26]=1[F:32].[C:33](=O)([O-])[O-].[K+].[K+].O. The catalyst is CN(C)C=O. The product is [Cl:1][C:2]1[CH:3]=[CH:4][C:5]([O:22][CH2:24][C:25]2[CH:30]=[C:29]([F:31])[CH:28]=[CH:27][C:26]=2[F:32])=[C:6]([CH:21]=1)[C:7]([NH:9][C@H:10]([C:12]1[CH:20]=[CH:19][C:15]([C:16]([O:18][CH3:33])=[O:17])=[CH:14][CH:13]=1)[CH3:11])=[O:8]. The yield is 0.940. (2) The reactants are Br[C:2]1[CH:7]=[C:6]([O:8][CH3:9])[CH:5]=[C:4]([O:10][CH3:11])[CH:3]=1.C([Li])CCC.[B:17](OC)([O:20]C)[O:18]C. The catalyst is C1COCC1. The product is [CH3:11][O:10][C:4]1[CH:3]=[C:2]([B:17]([OH:20])[OH:18])[CH:7]=[C:6]([O:8][CH3:9])[CH:5]=1. The yield is 0.530. (3) The reactants are Cl[C:2]1[CH:7]=[C:6]([O:8][CH3:9])[N:5]=[C:4]([NH2:10])[N:3]=1.C(N(C(C)C)CC)(C)C. The catalyst is CCOC(C)=O.C(O)C.[Pd]. The product is [CH3:9][O:8][C:6]1[CH:7]=[CH:2][N:3]=[C:4]([NH2:10])[N:5]=1. The yield is 0.900. (4) The product is [Cl:1][C:2]1[CH:3]=[CH:4][C:5]([C:8]2[C:12]([CH2:13][O:14][C:15]3[CH:23]=[CH:22][C:18]([C:19]([NH:30][C@@H:25]([CH3:24])[C:26]([F:29])([F:28])[F:27])=[O:21])=[CH:17][N:16]=3)=[CH:11][O:10][N:9]=2)=[CH:6][CH:7]=1. The reactants are [Cl:1][C:2]1[CH:7]=[CH:6][C:5]([C:8]2[C:12]([CH2:13][O:14][C:15]3[CH:23]=[CH:22][C:18]([C:19]([OH:21])=O)=[CH:17][N:16]=3)=[CH:11][O:10][N:9]=2)=[CH:4][CH:3]=1.[CH3:24][CH:25]([NH2:30])[C:26]([F:29])([F:28])[F:27]. No catalyst specified. The yield is 0.980. (5) The reactants are [Cl:1][C:2]1[CH:3]=[C:4]([C@@H:12]([CH2:22][CH:23]2[CH2:27][CH2:26][CH2:25][CH2:24]2)[C:13]([NH:15][C:16]2[CH:20]=[CH:19][N:18]([CH3:21])[N:17]=2)=[O:14])[CH:5]=[CH:6][C:7]=1[S:8]([CH3:11])(=[O:10])=[O:9].C(Cl)(=O)C(Cl)=O.N1C(C)=CC=CC=1C.NC1C=CN(C[CH2:49][CH2:50][CH2:51][OH:52])N=1. The catalyst is C(Cl)Cl. The product is [Cl:1][C:2]1[CH:3]=[C:4]([C@@H:12]([CH2:22][CH:23]2[CH2:24][CH2:25][CH2:26][CH2:27]2)[C:13]([NH:15][C:16]2[CH:20]=[CH:19][N:18]([CH2:21][CH2:49][CH2:50][CH2:51][OH:52])[N:17]=2)=[O:14])[CH:5]=[CH:6][C:7]=1[S:8]([CH3:11])(=[O:10])=[O:9]. The yield is 0.120. (6) The reactants are Br[C:2]1[C:3]([NH2:9])=[N:4][CH:5]=[C:6]([Br:8])[N:7]=1.CC1(C)C(C)(C)OB([C:18]2[CH2:23][CH2:22][N:21]([C:24]([O:26][C:27]([CH3:30])([CH3:29])[CH3:28])=[O:25])[CH2:20][CH:19]=2)O1.COCOC.C(=O)([O-])[O-].[Na+].[Na+].O. The catalyst is C1C=CC([P]([Pd]([P](C2C=CC=CC=2)(C2C=CC=CC=2)C2C=CC=CC=2)([P](C2C=CC=CC=2)(C2C=CC=CC=2)C2C=CC=CC=2)[P](C2C=CC=CC=2)(C2C=CC=CC=2)C2C=CC=CC=2)(C2C=CC=CC=2)C2C=CC=CC=2)=CC=1. The product is [C:27]([O:26][C:24]([N:21]1[CH2:20][CH:19]=[C:18]([C:2]2[C:3]([NH2:9])=[N:4][CH:5]=[C:6]([Br:8])[N:7]=2)[CH2:23][CH2:22]1)=[O:25])([CH3:30])([CH3:28])[CH3:29]. The yield is 0.690. (7) The reactants are [OH:1][C:2]1[C:7]2[C@@:8]3([OH:45])[C@@:21]([O:25][CH3:26])([C@H:22]([OH:24])[CH2:23][C:6]=2[CH:5]=[C:4]([CH3:46])[C:3]=1[C:47](O)=[O:48])[C:20](=[O:27])[C:19]1[C:10](=[CH:11][C:12]2[C:13](=[O:43])[C:14]([NH:30][CH:31]4[C@H:36]([O:37][CH3:38])[C@H:35]([OH:39])[C@@H:34]([O:40][CH3:41])[C@H:33]([CH3:42])[O:32]4)=[CH:15][C:16](=[O:29])[C:17]=2[C:18]=1[OH:28])[C:9]3=[O:44].O.O[N:52]1C2C=CC=CC=2N=N1.N. The catalyst is C1COCC1.[Pd]. The product is [OH:1][C:2]1[C:7]2[C:8]3([OH:45])[C:21]([O:25][CH3:26])([CH:22]([OH:24])[CH2:23][C:6]=2[CH:5]=[C:4]([CH3:46])[C:3]=1[C:47]([NH2:52])=[O:48])[C:20](=[O:27])[C:19]1[C:10](=[CH:11][C:12]2[C:13](=[O:43])[C:14]([NH:30][C@@H:31]4[CH:36]([O:37][CH3:38])[C@H:35]([OH:39])[C@@H:34]([O:40][CH3:41])[C@H:33]([CH3:42])[O:32]4)=[CH:15][C:16](=[O:29])[C:17]=2[C:18]=1[OH:28])[C:9]3=[O:44]. The yield is 0.150.